Dataset: Reaction yield outcomes from USPTO patents with 853,638 reactions. Task: Predict the reaction yield, written as a fraction of the theoretical maximum amount of product (1.0 means a 100% yield; for example, 0.34 means a 34% yield). (1) The reactants are Br[CH2:2][CH2:3][CH:4]1[O:8][CH2:7][CH2:6][O:5]1.[Mg].II.CN([CH:15]=[O:16])C. The catalyst is C1COCC1. The product is [O:5]1[CH2:6][CH2:7][O:8][CH:4]1[CH2:3][CH2:2][CH:15]=[O:16]. The yield is 0.280. (2) The catalyst is OS(O)(=O)=O.C1C=CC([P]([Pd]([P](C2C=CC=CC=2)(C2C=CC=CC=2)C2C=CC=CC=2)([P](C2C=CC=CC=2)(C2C=CC=CC=2)C2C=CC=CC=2)[P](C2C=CC=CC=2)(C2C=CC=CC=2)C2C=CC=CC=2)(C2C=CC=CC=2)C2C=CC=CC=2)=CC=1.CO. The product is [CH3:10][C:11]1[S:15][C:14]([C:2]2[S:3][C:4]([C:7]([O:9][CH3:19])=[O:8])=[CH:5][CH:6]=2)=[CH:13][CH:12]=1. The reactants are Br[C:2]1[S:3][C:4]([C:7]([OH:9])=[O:8])=[CH:5][CH:6]=1.[CH3:10][C:11]1[S:15][C:14](B(O)O)=[CH:13][CH:12]=1.[C:19]([O-])([O-])=O.[Na+].[Na+].S1C=CC=C1C1SC=CC=1. The yield is 0.260. (3) The reactants are [CH2:1]([NH:3][C:4]([C:6]1[CH:7]=[C:8]2[C:13](=[CH:14][C:15]=1[OH:16])[N:12]=[CH:11][CH:10]=[C:9]2[O:17][C:18]1[CH:23]=[CH:22][C:21]([NH:24][C:25]([NH:27][CH:28]2[CH2:30][CH2:29]2)=[O:26])=[C:20]([Cl:31])[CH:19]=1)=[O:5])[CH3:2].CC1C=CC(S(O[CH2:43][C@H:44]2[CH2:46][O:45]2)(=O)=O)=CC=1. No catalyst specified. The product is [CH2:1]([NH:3][C:4]([C:6]1[CH:7]=[C:8]2[C:13](=[CH:14][C:15]=1[O:16][CH2:43][C@H:44]1[CH2:46][O:45]1)[N:12]=[CH:11][CH:10]=[C:9]2[O:17][C:18]1[CH:23]=[CH:22][C:21]([NH:24][C:25]([NH:27][CH:28]2[CH2:30][CH2:29]2)=[O:26])=[C:20]([Cl:31])[CH:19]=1)=[O:5])[CH3:2]. The yield is 0.474. (4) The reactants are [O:1]=[C:2]1[C:8]2=[CH:9][C:10]3[CH:11]=[CH:12][C:13]([C:16]([NH:18][C:19]4[CH:27]=[CH:26][CH:25]=[CH:24][C:20]=4[C:21]([OH:23])=O)=[O:17])=[CH:14][C:15]=3[N:7]2[CH2:6][CH2:5][CH2:4][NH:3]1.CN.C1COCC1.O[N:36]1[C:40]2C=CC=CC=2N=N1.C(N(CC)C(C)C)(C)C.C(N=C=NCCCN(C)C)C. The catalyst is CN(C=O)C.CN(C)C1C=CN=CC=1. The product is [CH3:40][NH:36][C:21]([C:20]1[CH:24]=[CH:25][CH:26]=[CH:27][C:19]=1[NH:18][C:16]([C:13]1[CH:12]=[CH:11][C:10]2[CH:9]=[C:8]3[C:2](=[O:1])[NH:3][CH2:4][CH2:5][CH2:6][N:7]3[C:15]=2[CH:14]=1)=[O:17])=[O:23]. The yield is 0.770. (5) The yield is 0.600. The reactants are [Cl:1][C:2]1[CH:3]=[C:4]([S:8]([NH:11][C:12]2[CH:20]=[CH:19][C:15]([C:16]([OH:18])=[O:17])=[C:14]([OH:21])[CH:13]=2)(=[O:10])=[O:9])[S:5][C:6]=1[Cl:7].[C:22]([N:29]1[CH:33]=[CH:32]N=[CH:30]1)(N1C=CN=C1)=O.N1C=CC=[CH:36][CH:35]=1.OCCC1NC=CC=1. The product is [Cl:1][C:2]1[CH:3]=[C:4]([S:8]([NH:11][C:12]2[CH:20]=[CH:19][C:15]([C:16]([O:18][CH2:32][CH2:33][N:29]3[CH:22]=[CH:36][CH:35]=[CH:30]3)=[O:17])=[C:14]([OH:21])[CH:13]=2)(=[O:9])=[O:10])[S:5][C:6]=1[Cl:7]. No catalyst specified. (6) The reactants are [Cl:1][C:2]1[CH:3]=[C:4]([CH:6]=[CH:7][CH:8]=1)[NH2:5].[Br:9][CH2:10][CH2:11]Br. The catalyst is CC#N. The product is [Br:9][CH2:10][CH2:11][NH:5][C:4]1[CH:6]=[CH:7][CH:8]=[C:2]([Cl:1])[CH:3]=1. The yield is 0.100. (7) The reactants are I[CH2:2][CH2:3][C:4]([O:6][CH3:7])=[O:5].[F:8][C:9]([F:20])([F:19])[C:10]1[CH:11]=[C:12]([CH:16]=[CH:17][CH:18]=1)[C:13](Cl)=[O:14]. The catalyst is C1C=CC=CC=1.CC(N(C)C)=O.CCOC(C)=O.C1C=CC([P]([Pd]([P](C2C=CC=CC=2)(C2C=CC=CC=2)C2C=CC=CC=2)([P](C2C=CC=CC=2)(C2C=CC=CC=2)C2C=CC=CC=2)[P](C2C=CC=CC=2)(C2C=CC=CC=2)C2C=CC=CC=2)(C2C=CC=CC=2)C2C=CC=CC=2)=CC=1. The product is [CH3:7][O:6][C:4](=[O:5])[CH2:3][CH2:2][C:13](=[O:14])[C:12]1[CH:16]=[CH:17][CH:18]=[C:10]([C:9]([F:8])([F:19])[F:20])[CH:11]=1. The yield is 0.910.